Dataset: Forward reaction prediction with 1.9M reactions from USPTO patents (1976-2016). Task: Predict the product of the given reaction. (1) Given the reactants [Cl:1][C:2]1[N:11]=[C:10](Cl)[C:9]2[C:4](=[CH:5][CH:6]=[C:7]([I:13])[CH:8]=2)[N:3]=1.[CH:14]1([NH2:17])[CH2:16][CH2:15]1, predict the reaction product. The product is: [Cl:1][C:2]1[N:11]=[C:10]([NH:17][CH:14]2[CH2:16][CH2:15]2)[C:9]2[C:4](=[CH:5][CH:6]=[C:7]([I:13])[CH:8]=2)[N:3]=1. (2) Given the reactants Cl[C:2]1[N:11]=[CH:10][C:9]2[N:8]([CH3:12])[C:7](=[O:13])[C@@H:6]([CH2:14][CH3:15])[N:5]([CH:16]([CH3:18])[CH3:17])[C:4]=2[N:3]=1.Cl.[CH3:20][O:21][C:22]1[CH:27]=[C:26]([N:28]2[CH2:33][CH2:32][CH:31]([N:34]3[CH2:38][CH2:37][CH2:36][CH2:35]3)[CH2:30][CH2:29]2)[CH:25]=[CH:24][C:23]=1[NH2:39], predict the reaction product. The product is: [CH2:14]([C@H:6]1[N:5]([CH:16]([CH3:18])[CH3:17])[C:4]2[N:3]=[C:2]([NH:39][C:23]3[CH:24]=[CH:25][C:26]([N:28]4[CH2:33][CH2:32][CH:31]([N:34]5[CH2:38][CH2:37][CH2:36][CH2:35]5)[CH2:30][CH2:29]4)=[CH:27][C:22]=3[O:21][CH3:20])[N:11]=[CH:10][C:9]=2[N:8]([CH3:12])[C:7]1=[O:13])[CH3:15].